This data is from NCI-60 drug combinations with 297,098 pairs across 59 cell lines. The task is: Regression. Given two drug SMILES strings and cell line genomic features, predict the synergy score measuring deviation from expected non-interaction effect. Drug 1: CS(=O)(=O)C1=CC(=C(C=C1)C(=O)NC2=CC(=C(C=C2)Cl)C3=CC=CC=N3)Cl. Drug 2: C1=CC(=CC=C1CCCC(=O)O)N(CCCl)CCCl. Cell line: CAKI-1. Synergy scores: CSS=41.4, Synergy_ZIP=-1.14, Synergy_Bliss=-4.25, Synergy_Loewe=-1.99, Synergy_HSA=-3.23.